This data is from Reaction yield outcomes from USPTO patents with 853,638 reactions. The task is: Predict the reaction yield, written as a fraction of the theoretical maximum amount of product (1.0 means a 100% yield; for example, 0.34 means a 34% yield). (1) The reactants are [F:1][C:2]1[CH:3]=[C:4]2[C:8](=[CH:9][CH:10]=1)[NH:7][N:6]=[C:5]2[I:11].[C:12]([N:19]1[CH2:23][CH2:22][C@H:21](O)[CH2:20]1)([O:14][C:15]([CH3:18])([CH3:17])[CH3:16])=[O:13]. No catalyst specified. The product is [F:1][C:2]1[CH:3]=[C:4]2[C:8](=[CH:9][CH:10]=1)[N:7]([C@@H:22]1[CH2:21][CH2:20][N:19]([C:12]([O:14][C:15]([CH3:18])([CH3:17])[CH3:16])=[O:13])[CH2:23]1)[N:6]=[C:5]2[I:11]. The yield is 0.320. (2) The reactants are [Cl:1][C:2]1[N:3]=[C:4]([C:18]([C:20]2[S:21][CH:22]=[CH:23][CH:24]=2)=[O:19])[C:5]2[CH:10]=[CH:9][N:8](COC[Si](C)(C)C)[C:6]=2[N:7]=1.CCCC[N+](CCCC)(CCCC)CCCC.[F-]. No catalyst specified. The product is [Cl:1][C:2]1[N:3]=[C:4]([C:18]([C:20]2[S:21][CH:22]=[CH:23][CH:24]=2)=[O:19])[C:5]2[CH:10]=[CH:9][NH:8][C:6]=2[N:7]=1. The yield is 0.220.